Dataset: Forward reaction prediction with 1.9M reactions from USPTO patents (1976-2016). Task: Predict the product of the given reaction. Given the reactants [CH3:1][O:2][C:3](=[O:12])[CH2:4][CH2:5][CH2:6][CH2:7][CH2:8][CH2:9][CH2:10]O.C(Br)(Br)(Br)[Br:14].C1C=CC(P(C2C=CC=CC=2)C2C=CC=CC=2)=CC=1, predict the reaction product. The product is: [CH3:1][O:2][C:3](=[O:12])[CH2:4][CH2:5][CH2:6][CH2:7][CH2:8][CH2:9][CH2:10][Br:14].